From a dataset of Forward reaction prediction with 1.9M reactions from USPTO patents (1976-2016). Predict the product of the given reaction. The product is: [C:12]([OH:15])(=[O:14])[CH3:13].[C:8]([C:5]1[N:6]=[CH:7][C:2]([NH:1][C:16](=[O:18])[CH3:17])=[CH:3][CH:4]=1)(=[NH:9])[NH2:10]. Given the reactants [NH2:1][C:2]1[CH:3]=[CH:4][C:5]([C:8]([NH:10]O)=[NH:9])=[N:6][CH:7]=1.[C:12]([O:15][C:16](=[O:18])[CH3:17])(=[O:14])[CH3:13].[H][H], predict the reaction product.